This data is from Reaction yield outcomes from USPTO patents with 853,638 reactions. The task is: Predict the reaction yield, written as a fraction of the theoretical maximum amount of product (1.0 means a 100% yield; for example, 0.34 means a 34% yield). (1) The reactants are [CH2:1]([C:3]1[CH:8]=[C:7]([O:9][CH2:10][O:11][CH2:12][CH2:13][Si:14]([CH3:17])([CH3:16])[CH3:15])[C:6]([F:18])=[CH:5][C:4]=1[C:19]1[CH:27]=[C:26]2[C:22]([C:23]([C:34]#[N:35])=[N:24][N:25]2[CH:28]2[CH2:33][CH2:32][CH2:31][CH2:30][O:29]2)=[CH:21][CH:20]=1)[CH3:2].[CH3:36][O-:37].[Na+]. The catalyst is CO. The product is [CH3:36][O:37][C:34]([C:23]1[C:22]2[C:26](=[CH:27][C:19]([C:4]3[CH:5]=[C:6]([F:18])[C:7]([O:9][CH2:10][O:11][CH2:12][CH2:13][Si:14]([CH3:17])([CH3:15])[CH3:16])=[CH:8][C:3]=3[CH2:1][CH3:2])=[CH:20][CH:21]=2)[N:25]([CH:28]2[CH2:33][CH2:32][CH2:31][CH2:30][O:29]2)[N:24]=1)=[NH:35]. The yield is 0.940. (2) The reactants are [NH2:1][C:2]1[CH:7]=[CH:6][C:5]([S:8]([N:11]([C:30]2[CH:35]=[CH:34][CH:33]=[CH:32][CH:31]=2)[CH:12]2[CH2:17][CH2:16][N:15]([C@@H:18]3[CH2:23][CH2:22][CH2:21][CH2:20][C@@H:19]3[C:24]3[CH:29]=[CH:28][CH:27]=[CH:26][CH:25]=3)[CH2:14][CH2:13]2)(=[O:10])=[O:9])=[CH:4][CH:3]=1.[C:36](OC(=O)C)(=[O:38])[CH3:37]. The catalyst is C(O)(=O)C. The product is [C:30]1([N:11]([CH:12]2[CH2:13][CH2:14][N:15]([C@@H:18]3[CH2:23][CH2:22][CH2:21][CH2:20][C@@H:19]3[C:24]3[CH:25]=[CH:26][CH:27]=[CH:28][CH:29]=3)[CH2:16][CH2:17]2)[S:8]([C:5]2[CH:6]=[CH:7][C:2]([NH:1][C:36](=[O:38])[CH3:37])=[CH:3][CH:4]=2)(=[O:10])=[O:9])[CH:31]=[CH:32][CH:33]=[CH:34][CH:35]=1. The yield is 0.590. (3) The reactants are [OH:1][CH2:2][C:3]1[CH:18]=[CH:17][C:6]([CH2:7][NH:8][C:9]([C:11]2[CH:16]=[CH:15][CH:14]=[CH:13][N:12]=2)=[O:10])=[CH:5][CH:4]=1.CCN(CC)CC.[CH3:26][S:27](Cl)(=[O:29])=[O:28]. No catalyst specified. The product is [N:12]1[CH:13]=[CH:14][CH:15]=[CH:16][C:11]=1[C:9]([NH:8][CH2:7][C:6]1[CH:5]=[CH:4][C:3]([CH2:2][O:1][S:27]([CH3:26])(=[O:29])=[O:28])=[CH:18][CH:17]=1)=[O:10]. The yield is 0.810. (4) The reactants are Br[C:2]1[C:10]2[C:5](=[CH:6][CH:7]=[C:8]([C:11]#[N:12])[CH:9]=2)[N:4]([CH:13]2[CH2:18][CH2:17][CH2:16][CH2:15][O:14]2)[N:3]=1.[Cl:19][C:20]1[CH:25]=[CH:24][C:23](B(O)O)=[CH:22][CH:21]=1.ClCCl.P([O-])([O-])([O-])=O.[K+].[K+].[K+]. The catalyst is COCCOC.C1(P(C2C=CC=CC=2)[C-]2C=CC=C2)C=CC=CC=1.[C-]1(P(C2C=CC=CC=2)C2C=CC=CC=2)C=CC=C1.[Fe+2]. The product is [Cl:19][C:20]1[CH:25]=[CH:24][C:23]([C:2]2[C:10]3[C:5](=[CH:6][CH:7]=[C:8]([C:11]#[N:12])[CH:9]=3)[N:4]([CH:13]3[CH2:18][CH2:17][CH2:16][CH2:15][O:14]3)[N:3]=2)=[CH:22][CH:21]=1. The yield is 0.800. (5) The reactants are [CH3:1][C:2]1[C:16](=[O:17])[N:15]=[C:14]2[N:4]([C@@H:5]3[O:9][C@H:8]([CH2:10][OH:11])[C@@H:7]([OH:12])[C@@H:6]3[O:13]2)[CH:3]=1.[CH3:18][O:19][CH2:20][CH2:21][O:22]B([O:22][CH2:21][CH2:20][O:19][CH3:18])[O:22][CH2:21][CH2:20][O:19][CH3:18]. The catalyst is COCCO. The product is [CH3:18][O:19][CH2:20][CH2:21][O:22][C@@H:6]1[C@H:7]([OH:12])[C@@H:8]([CH2:10][OH:11])[O:9][C@H:5]1[N:4]1[CH:3]=[C:2]([CH3:1])[C:16](=[O:17])[NH:15][C:14]1=[O:13]. The yield is 0.630. (6) The reactants are [NH2:1][C:2]1[CH:3]=[C:4]2[C:9](=[CH:10][CH:11]=1)[N:8]=[C:7]([C:12]1[CH:17]=[CH:16][C:15]3[O:18][CH2:19][O:20][C:14]=3[CH:13]=1)[N:6]=[CH:5]2.[K+].[Br-].[CH:23](Cl)(Cl)Cl.CO. No catalyst specified. The product is [NH2:1][C:2]1[CH:3]=[C:4]2[C:9](=[CH:10][CH:11]=1)[N:8]=[C:7]([C:12]1[CH:17]=[CH:16][C:15]3[O:18][CH2:23][CH2:19][O:20][C:14]=3[CH:13]=1)[N:6]=[CH:5]2. The yield is 0.670.